Dataset: NCI-60 drug combinations with 297,098 pairs across 59 cell lines. Task: Regression. Given two drug SMILES strings and cell line genomic features, predict the synergy score measuring deviation from expected non-interaction effect. (1) Drug 1: CC1=C(C(=CC=C1)Cl)NC(=O)C2=CN=C(S2)NC3=CC(=NC(=N3)C)N4CCN(CC4)CCO. Drug 2: CN(CC1=CN=C2C(=N1)C(=NC(=N2)N)N)C3=CC=C(C=C3)C(=O)NC(CCC(=O)O)C(=O)O. Cell line: SR. Synergy scores: CSS=50.5, Synergy_ZIP=2.14, Synergy_Bliss=0.585, Synergy_Loewe=-26.3, Synergy_HSA=-0.978. (2) Drug 1: C1CCN(CC1)CCOC2=CC=C(C=C2)C(=O)C3=C(SC4=C3C=CC(=C4)O)C5=CC=C(C=C5)O. Drug 2: CS(=O)(=O)OCCCCOS(=O)(=O)C. Cell line: UACC62. Synergy scores: CSS=7.56, Synergy_ZIP=-2.52, Synergy_Bliss=-0.336, Synergy_Loewe=-3.43, Synergy_HSA=-3.01.